From a dataset of Full USPTO retrosynthesis dataset with 1.9M reactions from patents (1976-2016). Predict the reactants needed to synthesize the given product. (1) Given the product [CH2:18]([CH:10]([OH:12])[CH2:9][CH2:8][C:7]1[C:2]([Cl:1])=[N:3][C:4]([Cl:15])=[CH:5][CH:6]=1)[CH3:19], predict the reactants needed to synthesize it. The reactants are: [Cl:1][C:2]1[C:7]([CH2:8][CH2:9][C:10]([O:12]CC)=O)=[CH:6][CH:5]=[C:4]([Cl:15])[N:3]=1.[Li+].[BH4-].[CH2:18]1COC[CH2:19]1. (2) Given the product [Br:3][C:4]1[CH:5]=[C:6]2[CH:13]=[CH:12][N:11]([CH3:15])[C:7]2=[C:8]([Cl:10])[N:9]=1, predict the reactants needed to synthesize it. The reactants are: [H-].[Na+].[Br:3][C:4]1[CH:5]=[C:6]2[CH:13]=[CH:12][NH:11][C:7]2=[C:8]([Cl:10])[N:9]=1.I[CH3:15].[Cl-].[NH4+].[Cl-].[Na+]. (3) Given the product [Cl:1][C:2]1[CH:9]=[CH:8][C:7]([F:10])=[CH:6][C:3]=1/[CH:4]=[N:11]/[N:12]1[C:17](=[O:18])[CH:16]=[C:15]([CH3:19])[N:14]([CH2:20][C:21]([O:23][C:24]([CH3:27])([CH3:26])[CH3:25])=[O:22])[C:13]1=[O:28], predict the reactants needed to synthesize it. The reactants are: [Cl:1][C:2]1[CH:9]=[CH:8][C:7]([F:10])=[CH:6][C:3]=1[CH:4]=O.[NH2:11][N:12]1[C:17](=[O:18])[CH:16]=[C:15]([CH3:19])[N:14]([CH2:20][C:21]([O:23][C:24]([CH3:27])([CH3:26])[CH3:25])=[O:22])[C:13]1=[O:28]. (4) Given the product [CH3:18][C:14]1[CH:13]=[C:12]([C:10](=[O:11])[CH2:9][C@H:8]([C:5]2[CH:6]=[CH:7][C:2]([N:26]3[CH2:30][CH2:29][CH2:28][C:27]3=[O:31])=[CH:3][CH:4]=2)[C:19]2[CH:24]=[CH:23][CH:22]=[CH:21][C:20]=2[CH3:25])[CH:17]=[CH:16][N:15]=1, predict the reactants needed to synthesize it. The reactants are: Br[C:2]1[CH:7]=[CH:6][C:5]([C@H:8]([C:19]2[CH:24]=[CH:23][CH:22]=[CH:21][C:20]=2[CH3:25])[CH2:9][C:10]([C:12]2[CH:17]=[CH:16][N:15]=[C:14]([CH3:18])[CH:13]=2)=[O:11])=[CH:4][CH:3]=1.[NH:26]1[CH2:30][CH2:29][CH2:28][C:27]1=[O:31].C1(P(C2C=CC=CC=2)C2C3OC4C(=CC=CC=4P(C4C=CC=CC=4)C4C=CC=CC=4)C(C)(C)C=3C=CC=2)C=CC=CC=1.C(=O)([O-])[O-].[Cs+].[Cs+].